Dataset: Full USPTO retrosynthesis dataset with 1.9M reactions from patents (1976-2016). Task: Predict the reactants needed to synthesize the given product. (1) Given the product [Cl:39][C:11]1[C:12]([NH:17][C:18]2[N:22]([CH3:23])[C:21]3[CH:24]=[C:25]([N:29]4[CH2:34][CH2:33][CH2:32][CH:31]([C:35]([F:38])([F:37])[F:36])[CH2:30]4)[C:26]([Cl:28])=[CH:27][C:20]=3[N:19]=2)=[C:13]([Cl:16])[CH:14]=[CH:15][C:10]=1[CH2:9][NH2:8], predict the reactants needed to synthesize it. The reactants are: Cl.C(OC(=O)[NH:8][CH2:9][C:10]1[CH:15]=[CH:14][C:13]([Cl:16])=[C:12]([NH:17][C:18]2[N:22]([CH3:23])[C:21]3[CH:24]=[C:25]([N:29]4[CH2:34][CH2:33][CH2:32][CH:31]([C:35]([F:38])([F:37])[F:36])[CH2:30]4)[C:26]([Cl:28])=[CH:27][C:20]=3[N:19]=2)[C:11]=1[Cl:39])(C)(C)C. (2) Given the product [CH3:30][S:31]([O:34][C:35]1[CH:36]=[C:37]([C:8]2[CH:9]=[CH:10][C:5]([CH2:4][C@H:3]([NH:12][C:13]([C:15]3([NH:21][C:22]([O:23][C:24]([CH3:27])([CH3:26])[CH3:25])=[O:28])[CH2:20][CH2:19][O:18][CH2:17][CH2:16]3)=[O:14])[C:2]([NH2:1])=[O:29])=[CH:6][CH:7]=2)[CH:38]=[CH:39][CH:40]=1)(=[O:33])=[O:32], predict the reactants needed to synthesize it. The reactants are: [NH2:1][C:2](=[O:29])[C@@H:3]([NH:12][C:13]([C:15]1([NH:21][C:22](=[O:28])[O:23][C:24]([CH3:27])([CH3:26])[CH3:25])[CH2:20][CH2:19][O:18][CH2:17][CH2:16]1)=[O:14])[CH2:4][C:5]1[CH:10]=[CH:9][C:8](I)=[CH:7][CH:6]=1.[CH3:30][S:31]([O:34][C:35]1[CH:36]=[C:37](B(O)O)[CH:38]=[CH:39][CH:40]=1)(=[O:33])=[O:32].C(=O)([O-])[O-].[K+].[K+].